This data is from NCI-60 drug combinations with 297,098 pairs across 59 cell lines. The task is: Regression. Given two drug SMILES strings and cell line genomic features, predict the synergy score measuring deviation from expected non-interaction effect. Drug 1: C1=CC=C(C=C1)NC(=O)CCCCCCC(=O)NO. Drug 2: C(CCl)NC(=O)N(CCCl)N=O. Cell line: RXF 393. Synergy scores: CSS=13.7, Synergy_ZIP=-0.135, Synergy_Bliss=4.89, Synergy_Loewe=0.978, Synergy_HSA=1.04.